This data is from Reaction yield outcomes from USPTO patents with 853,638 reactions. The task is: Predict the reaction yield, written as a fraction of the theoretical maximum amount of product (1.0 means a 100% yield; for example, 0.34 means a 34% yield). (1) The reactants are [Br:1][C:2]1[CH:3]=[C:4]2[C:8](=[CH:9][CH:10]=1)[C:7](=O)[O:6][CH:5]2O.O.[NH2:14][NH2:15]. The catalyst is C(O)(C)C. The product is [Br:1][C:2]1[CH:3]=[C:4]2[C:8](=[CH:9][CH:10]=1)[C:7](=[O:6])[NH:15][N:14]=[CH:5]2. The yield is 0.870. (2) No catalyst specified. The yield is 0.680. The product is [OH:36][CH2:35][CH2:34][C:31]1[CH:32]=[CH:33][C:28]([NH:27][C:7]2[C:8]3[S:22](=[O:24])(=[O:23])[CH2:21][CH2:20][CH2:19][C:9]=3[N:10]=[C:11]([C:13]3[CH:18]=[CH:17][CH:16]=[CH:15][CH:14]=3)[N:12]=2)=[CH:29][CH:30]=1. The reactants are FC(F)(F)S(O[C:7]1[C:8]2[S:22](=[O:24])(=[O:23])[CH2:21][CH2:20][CH2:19][C:9]=2[N:10]=[C:11]([C:13]2[CH:18]=[CH:17][CH:16]=[CH:15][CH:14]=2)[N:12]=1)(=O)=O.[NH2:27][C:28]1[CH:33]=[CH:32][C:31]([CH2:34][CH2:35][OH:36])=[CH:30][CH:29]=1. (3) The reactants are C([O:3][C:4](=[O:26])[C:5]1[CH:10]=[CH:9][CH:8]=[C:7]([C:11]2[CH:12]=[CH:13][C:14]3[O:18][N:17]=[C:16]([NH:19][CH2:20][C:21]([CH3:24])([CH3:23])[CH3:22])[C:15]=3[CH:25]=2)[CH:6]=1)C.[Li+].[OH-]. The catalyst is CO. The product is [CH2:20]([NH:19][C:16]1[C:15]2[CH:25]=[C:11]([C:7]3[CH:6]=[C:5]([CH:10]=[CH:9][CH:8]=3)[C:4]([OH:26])=[O:3])[CH:12]=[CH:13][C:14]=2[O:18][N:17]=1)[C:21]([CH3:24])([CH3:23])[CH3:22]. The yield is 0.970. (4) The reactants are Cl.[CH2:2]([N:9]1[CH2:13][CH2:12][C:11]([CH2:17][C:18]2[CH:23]=[CH:22][CH:21]=[CH:20][CH:19]=2)(C(O)=O)[CH2:10]1)[C:3]1[CH:8]=[CH:7][CH:6]=[CH:5][CH:4]=1.CC[N:26]([CH2:29]C)CC.C1(P(N=[N+]=[N-])(C2C=CC=CC=2)=[O:38])C=CC=CC=1.[CH3:48][C:49]([OH:52])([CH3:51])[CH3:50]. No catalyst specified. The product is [CH2:2]([N:9]1[CH2:13][CH2:12][C:11]([NH:26][C:29](=[O:38])[O:52][C:49]([CH3:51])([CH3:50])[CH3:48])([CH2:17][C:18]2[CH:19]=[CH:20][CH:21]=[CH:22][CH:23]=2)[CH2:10]1)[C:3]1[CH:4]=[CH:5][CH:6]=[CH:7][CH:8]=1. The yield is 0.470. (5) The reactants are [Cl:1][C:2]1[CH:3]=[C:4]([CH:34]=[CH:35][C:36]=1[Cl:37])[CH2:5][NH:6][C:7]1[C:16]2[C:11](=[C:12]([N:17]3[CH2:22][CH2:21][N:20](S(C4C=CC(C)=CC=4)(=O)=O)[CH2:19][CH2:18]3)[CH:13]=[CH:14][CH:15]=2)[N:10]=[C:9]([CH3:33])[CH:8]=1.Br. The catalyst is O. The product is [ClH:1].[ClH:1].[Cl:1][C:2]1[CH:3]=[C:4]([CH:34]=[CH:35][C:36]=1[Cl:37])[CH2:5][NH:6][C:7]1[C:16]2[C:11](=[C:12]([N:17]3[CH2:18][CH2:19][NH:20][CH2:21][CH2:22]3)[CH:13]=[CH:14][CH:15]=2)[N:10]=[C:9]([CH3:33])[CH:8]=1. The yield is 0.500. (6) The reactants are [N-:1]=[N+:2]=[N-:3].[Na+].[Cl:5][C:6]1[CH:11]=[CH:10][CH:9]=[C:8]([Cl:12])[C:7]=1[C:13]1[S:14][CH:15]=[C:16](/[CH:18]=[CH:19]/[C:20](Cl)=[O:21])[N:17]=1. The catalyst is O.CC(C)=O.O1CCOCC1. The product is [Cl:5][C:6]1[CH:11]=[CH:10][CH:9]=[C:8]([Cl:12])[C:7]=1[C:13]1[S:14][CH:15]=[C:16](/[CH:18]=[CH:19]/[C:20]([N:1]=[N+:2]=[N-:3])=[O:21])[N:17]=1. The yield is 0.980. (7) The reactants are [O:1]1[C:6]2[CH:7]=[CH:8][C:9]([CH2:11]O)=[CH:10][C:5]=2[O:4][CH2:3][CH2:2]1.O=S(Cl)[Cl:15]. No catalyst specified. The yield is 0.880. The product is [Cl:15][CH2:11][C:9]1[CH:8]=[CH:7][C:6]2[O:1][CH2:2][CH2:3][O:4][C:5]=2[CH:10]=1.